This data is from Reaction yield outcomes from USPTO patents with 853,638 reactions. The task is: Predict the reaction yield, written as a fraction of the theoretical maximum amount of product (1.0 means a 100% yield; for example, 0.34 means a 34% yield). (1) The reactants are [C:1]([O:5][C:6]([N:8]1[CH2:13][CH2:12][CH:11]([N:14]2[CH2:18][CH2:17][CH2:16][C@H:15]2[CH2:19][OH:20])[CH2:10][CH2:9]1)=[O:7])([CH3:4])([CH3:3])[CH3:2].[H-].[Na+].[C:23](Cl)(=[O:30])[C:24]1[CH:29]=[CH:28][CH:27]=[CH:26][CH:25]=1. The catalyst is C1COCC1. The product is [C:1]([O:5][C:6]([N:8]1[CH2:13][CH2:12][CH:11]([N:14]2[CH2:18][CH2:17][CH2:16][C@H:15]2[CH2:19][O:20][C:23](=[O:30])[C:24]2[CH:29]=[CH:28][CH:27]=[CH:26][CH:25]=2)[CH2:10][CH2:9]1)=[O:7])([CH3:4])([CH3:3])[CH3:2]. The yield is 0.610. (2) The yield is 0.560. The product is [C:1]1([C:14]2[CH:15]=[CH:16][CH:17]=[CH:18][CH:19]=2)[CH:6]=[CH:5][C:4]([N:7]2[C:11](=[O:12])[C:10](=[CH:25][C:21]3[O:20][CH:24]=[CH:23][CH:22]=3)[C:9](=[O:13])[NH:8]2)=[CH:3][CH:2]=1. The catalyst is CCO.N1C=CC=CC=1. The reactants are [C:1]1([C:14]2[CH:19]=[CH:18][CH:17]=[CH:16][CH:15]=2)[CH:6]=[CH:5][C:4]([N:7]2[C:11](=[O:12])[CH2:10][C:9](=[O:13])[NH:8]2)=[CH:3][CH:2]=1.[O:20]1[CH:24]=[CH:23][CH:22]=[C:21]1[CH:25]=O. (3) The reactants are [OH:1][C:2]1[CH:3]=[C:4]([C:14]2[N:15](C(OC(C)(C)C)=O)[C:16]([C:19]3[S:20][CH:21]=[CH:22][N:23]=3)=[CH:17][CH:18]=2)[CH:5]=[C:6]([O:8][C@@H:9]([CH3:13])[CH2:10][O:11][CH3:12])[CH:7]=1.F[C:32]1[CH:37]=[CH:36][C:35]([S:38]([N:41]2[CH2:44][CH2:43][CH2:42]2)(=[O:40])=[O:39])=[CH:34][CH:33]=1.[H-].[Na+].O. The catalyst is CN1CCCC1=O. The product is [N:41]1([S:38]([C:35]2[CH:36]=[CH:37][C:32]([O:1][C:2]3[CH:3]=[C:4]([C:14]4[NH:15][C:16]([C:19]5[S:20][CH:21]=[CH:22][N:23]=5)=[CH:17][CH:18]=4)[CH:5]=[C:6]([O:8][C@@H:9]([CH3:13])[CH2:10][O:11][CH3:12])[CH:7]=3)=[CH:33][CH:34]=2)(=[O:40])=[O:39])[CH2:44][CH2:43][CH2:42]1. The yield is 0.570. (4) The reactants are [C:1]([CH:5]1[CH2:10][CH2:9][CH:8]([O:11][C:12]2[CH:13]=[C:14]3[C:19](=[CH:20][CH:21]=2)[CH:18]=[C:17]([CH2:22][N:23]2[CH2:28][CH2:27][C:26]([CH2:32]C)(C(O)=O)[CH2:25][CH2:24]2)[CH:16]=[CH:15]3)[CH2:7][CH2:6]1)([CH3:4])([CH3:3])[CH3:2].N1CCC(C[C:41]([OH:43])=[O:42])CC1.C(C1CCC(OC2C=C3C(=CC=2)C=C(C=O)C=C3)CC1)(C)(C)C.C(O[BH-](OC(=O)C)OC(=O)C)(=O)C.[Na+]. The yield is 0.600. No catalyst specified. The product is [C:1]([CH:5]1[CH2:10][CH2:9][CH:8]([O:11][C:12]2[CH:13]=[C:14]3[C:19](=[CH:20][CH:21]=2)[CH:18]=[C:17]([CH2:22][N:23]2[CH2:24][CH2:25][CH:26]([CH2:32][C:41]([OH:43])=[O:42])[CH2:27][CH2:28]2)[CH:16]=[CH:15]3)[CH2:7][CH2:6]1)([CH3:3])([CH3:4])[CH3:2]. (5) The reactants are [Cl:1][C:2]1[CH:7]=[C:6]([Cl:8])[CH:5]=[CH:4][C:3]=1[C:9]1[N:10]=[C:11]([CH:16]=O)[N:12]([CH2:14][CH3:15])[CH:13]=1.[NH2:18][C:19]1[CH:20]=[C:21]([CH:26]=[CH:27][C:28]=1[NH2:29])[C:22]([O:24]C)=O.[NH2:30][CH2:31][CH2:32][CH2:33][C:34]([O:36]C)=[O:35]. No catalyst specified. The product is [Cl:1][C:2]1[CH:7]=[C:6]([Cl:8])[CH:5]=[CH:4][C:3]=1[C:9]1[N:10]=[C:11]([C:16]2[NH:18][C:19]3[CH:20]=[C:21]([C:22]([NH:30][CH2:31][CH2:32][CH2:33][C:34]([OH:36])=[O:35])=[O:24])[CH:26]=[CH:27][C:28]=3[N:29]=2)[N:12]([CH2:14][CH3:15])[CH:13]=1. The yield is 0.0450. (6) The reactants are [CH3:1][O:2][C:3](=[O:29])[C@H:4]([CH2:13][C:14]1[CH:19]=[CH:18][C:17]([C:20]2[C:21](=[O:28])[N:22]([CH3:27])[CH:23]=[CH:24][C:25]=2[CH3:26])=[CH:16][CH:15]=1)[NH:5]C(OC(C)(C)C)=O.[ClH:30]. The catalyst is O1CCOCC1. The product is [ClH:30].[CH3:1][O:2][C:3](=[O:29])[C@H:4]([CH2:13][C:14]1[CH:15]=[CH:16][C:17]([C:20]2[C:21](=[O:28])[N:22]([CH3:27])[CH:23]=[CH:24][C:25]=2[CH3:26])=[CH:18][CH:19]=1)[NH2:5]. The yield is 0.990. (7) The reactants are N1C2C(=CC=C3C=2N=CC=C3)C=CC=1.C([O-])([O-])=O.[Cs+].[Cs+].I[C:22]1[CH:27]=[CH:26][C:25]([O:28][CH3:29])=[CH:24][CH:23]=1.[CH2:30]([OH:34])/[CH:31]=[CH:32]/[CH3:33]. The catalyst is [Cu]I.C1(C)C=CC=CC=1. The product is [CH2:30]([O:34][C:22]1[CH:27]=[CH:26][C:25]([O:28][CH3:29])=[CH:24][CH:23]=1)/[CH:31]=[CH:32]/[CH3:33]. The yield is 0.860. (8) The reactants are [CH3:1][O:2][C:3]1[C:11]2[O:10][C:9]([CH3:13])([CH3:12])[CH2:8][C:7]=2[C:6]([CH3:14])=[C:5]([N:15]2[CH2:20][CH2:19][NH:18][CH2:17][CH2:16]2)[C:4]=1[CH3:21].Br[C:23]1[CH:28]=[CH:27][C:26]([O:29][CH:30]([F:32])[F:31])=[CH:25][CH:24]=1. No catalyst specified. The product is [F:31][CH:30]([F:32])[O:29][C:26]1[CH:27]=[CH:28][C:23]([N:18]2[CH2:19][CH2:20][N:15]([C:5]3[C:4]([CH3:21])=[C:3]([O:2][CH3:1])[C:11]4[O:10][C:9]([CH3:13])([CH3:12])[CH2:8][C:7]=4[C:6]=3[CH3:14])[CH2:16][CH2:17]2)=[CH:24][CH:25]=1. The yield is 0.0100. (9) The reactants are Cl[C:2]1[N:7]=[CH:6][C:5]2[C:8]([N:17]3[CH2:21][CH2:20][C@@H:19]([OH:22])[CH2:18]3)=[N:9][N:10]([C@@H:11]([CH3:16])[C:12]([F:15])([F:14])[F:13])[C:4]=2[CH:3]=1.[NH2:23][C:24]1[CH:29]=[CH:28][N:27]=[C:26]([N:30]2[CH2:35][CH2:34][C:33]([CH3:37])([OH:36])[CH:32]([F:38])[CH2:31]2)[N:25]=1.C(=O)([O-])[O-].[Cs+].[Cs+].C1(P(C2CCCCC2)C2C(OC)=CC=C(OC)C=2C2C(C(C)C)=CC(C(C)C)=CC=2C(C)C)CCCCC1. The catalyst is O1CCOCC1. The product is [F:38][CH:32]1[C:33]([CH3:37])([OH:36])[CH2:34][CH2:35][N:30]([C:26]2[N:25]=[C:24]([NH:23][C:2]3[N:7]=[CH:6][C:5]4[C:8]([N:17]5[CH2:21][CH2:20][C@@H:19]([OH:22])[CH2:18]5)=[N:9][N:10]([C@@H:11]([CH3:16])[C:12]([F:15])([F:14])[F:13])[C:4]=4[CH:3]=3)[CH:29]=[CH:28][N:27]=2)[CH2:31]1. The yield is 0.360.